The task is: Predict the reaction yield, written as a fraction of the theoretical maximum amount of product (1.0 means a 100% yield; for example, 0.34 means a 34% yield).. This data is from Reaction yield outcomes from USPTO patents with 853,638 reactions. (1) The reactants are [N:1]1[C:10]2[C:5](=[CH:6][CH:7]=[CH:8][CH:9]=2)[CH:4]=[C:3]([CH:11]2[CH2:16][CH2:15][CH:14]([CH:17]([CH2:21][CH3:22])C(O)=O)[CH2:13][CH2:12]2)[CH:2]=1.C1(P([N:37]=[N+]=[N-])(C2C=CC=CC=2)=O)C=CC=CC=1.C(N(CC)CC)C.[Li+].[OH-].[N-]=C=O.Cl. The catalyst is C1(C)C=CC=CC=1. The product is [N:1]1[C:10]2[C:5](=[CH:6][CH:7]=[CH:8][CH:9]=2)[CH:4]=[C:3]([CH:11]2[CH2:16][CH2:15][CH:14]([CH:17]([NH2:37])[CH2:21][CH3:22])[CH2:13][CH2:12]2)[CH:2]=1. The yield is 0.591. (2) The catalyst is O1CCCC1.CC#N.O. The product is [O:13]=[C:10]1[N:9]([CH2:20][C:21]([O:23][CH2:24][CH3:25])=[O:22])[C:8]2[CH:14]=[C:4]([O:3][C:2]([F:1])([F:15])[F:16])[CH:5]=[CH:6][C:7]=2[O:12][CH2:11]1. The yield is 0.730. The reactants are [F:1][C:2]([F:16])([F:15])[O:3][C:4]1[CH:5]=[CH:6][C:7]2[O:12][CH2:11][C:10](=[O:13])[NH:9][C:8]=2[CH:14]=1.[H-].[Na+].Br[CH2:20][C:21]([O:23][CH2:24][CH3:25])=[O:22].FC(F)(F)C(O)=O. (3) The reactants are Cl.[Cl:2][C:3]1[CH:8]=[CH:7][N:6]=[C:5]([C:9]([O:11]C)=O)[CH:4]=1.[Cl-].[NH4+:14].CCOC(C)=O.O. The yield is 0.803. The catalyst is N. The product is [Cl:2][C:3]1[CH:8]=[CH:7][N:6]=[C:5]([C:9]([NH2:14])=[O:11])[CH:4]=1. (4) The reactants are [I:1][CH2:2][CH:3]1[CH2:7][CH2:6][CH2:5][CH2:4]1.[C:8]1([P:14]([C:21]2[CH:26]=[CH:25][CH:24]=[CH:23][CH:22]=2)[C:15]2[CH:20]=[CH:19][CH:18]=[CH:17][CH:16]=2)[CH:13]=[CH:12][CH:11]=[CH:10][CH:9]=1. The catalyst is C(#N)C. The product is [I-:1].[CH:3]1([CH2:2][P+:14]([C:15]2[CH:16]=[CH:17][CH:18]=[CH:19][CH:20]=2)([C:21]2[CH:26]=[CH:25][CH:24]=[CH:23][CH:22]=2)[C:8]2[CH:9]=[CH:10][CH:11]=[CH:12][CH:13]=2)[CH2:7][CH2:6][CH2:5][CH2:4]1. The yield is 0.920. (5) The reactants are C(OC([N:8]1[CH:12]2[CH2:13][CH2:14][CH:9]1[CH:10]([C:15]1[CH:16]=[N:17][C:18]([F:31])=[C:19]([C:21]3[CH:26]=[CH:25][C:24]([S:27]([CH3:30])(=[O:29])=[O:28])=[CH:23][CH:22]=3)[CH:20]=1)[CH2:11]2)=O)(C)(C)C.C(O)(C(F)(F)F)=O.[NH4+].[OH-]. The catalyst is C(Cl)Cl.O. The product is [CH3:30][S:27]([C:24]1[CH:23]=[CH:22][C:21]([C:19]2[CH:20]=[C:15]([CH:10]3[CH2:11][CH:12]4[NH:8][CH:9]3[CH2:14][CH2:13]4)[CH:16]=[N:17][C:18]=2[F:31])=[CH:26][CH:25]=1)(=[O:28])=[O:29]. The yield is 0.990. (6) The reactants are C(OC(=O)[C@@H](C1C=CC=CC=1)O)(=O)C.O.[NH2:16][CH2:17][CH:18]([C:22]1[CH:27]=[CH:26][C:25]([F:28])=[CH:24][CH:23]=1)[CH2:19][CH2:20][OH:21]. The catalyst is C(OCC)(=O)C.C(O)C. The product is [NH2:16][CH2:17][C@H:18]([C:22]1[CH:23]=[CH:24][C:25]([F:28])=[CH:26][CH:27]=1)[CH2:19][CH2:20][OH:21]. The yield is 0.660.